Predict the product of the given reaction. From a dataset of Forward reaction prediction with 1.9M reactions from USPTO patents (1976-2016). (1) Given the reactants [CH2:1]([OH:10])[CH2:2][C:3]#[C:4][CH2:5][C:6]#[C:7][CH2:8][CH3:9].N1C2C(=CC=CC=2)C=CC=1, predict the reaction product. The product is: [CH2:1]([OH:10])[CH2:2]/[CH:3]=[CH:4]\[CH2:5]/[CH:6]=[CH:7]\[CH2:8][CH3:9]. (2) Given the reactants [OH-].[K+].ClC1C(F)=C[C:7]([O:8]CC2(C)COC(C)(C)O2)=[C:6]([N+]([O-])=O)C=1.S(S([O-])=O)([O-])=O.[Na+].[Na+].[NH2:32][C:33]1[C:38]([O:39][CH2:40][C:41]2([CH3:48])[CH2:45][O:44][C:43]([CH3:47])([CH3:46])[O:42]2)=[CH:37][C:36]([OH:49])=[C:35]([Cl:50])[CH:34]=1.C(OC(=O)C)(=O)C, predict the reaction product. The product is: [Cl:50][C:35]1[C:36]([OH:49])=[CH:37][C:38]([O:39][CH2:40][C:41]2([CH3:48])[CH2:45][O:44][C:43]([CH3:47])([CH3:46])[O:42]2)=[C:33]([NH:32][C:7](=[O:8])[CH3:6])[CH:34]=1. (3) Given the reactants [OH:1][C:2]1[CH:7]=[C:6]([OH:8])[CH:5]=[CH:4][C:3]=1[C:9](=[O:11])[CH3:10].[CH2:12](OC(OCC)OCC)C.Cl(O)(=O)(=O)=O, predict the reaction product. The product is: [OH:8][C:6]1[CH:7]=[C:2]2[C:3]([C:9](=[O:11])[CH:10]=[CH:12][O:1]2)=[CH:4][CH:5]=1. (4) Given the reactants [OH:1][C:2]1[C:7]([CH2:8][NH:9][C:10](=[O:26])[C:11]2[CH:16]=[CH:15][C:14]([CH:17]([N:19]3[CH:24]=[CH:23][CH:22]=[CH:21][C:20]3=[O:25])[CH3:18])=[CH:13][CH:12]=2)=[C:6]([CH3:27])[CH:5]=[C:4]([CH3:28])[N:3]=1, predict the reaction product. The product is: [OH:1][C:2]1[C:7]([CH2:8][NH:9][C:10](=[O:26])[C:11]2[CH:12]=[CH:13][C:14]([CH:17]([N:19]3[CH2:24][CH2:23][CH2:22][CH2:21][C:20]3=[O:25])[CH3:18])=[CH:15][CH:16]=2)=[C:6]([CH3:27])[CH:5]=[C:4]([CH3:28])[N:3]=1. (5) Given the reactants Br[C:2]1[CH:3]=[C:4]2[C@:15]3([CH2:19][S:18][C:17]([NH2:20])=[N:16]3)[C:14]3[C:9](=[CH:10][CH:11]=[C:12]([C:21]4[CH:22]=[N:23][CH:24]=[C:25]([F:27])[CH:26]=4)[CH:13]=3)[O:8][C:5]2=[N:6][CH:7]=1.C(=O)([O-])[O-].[K+].[K+].[O:34]1[CH2:39][CH2:38][CH:37]=[C:36](B2OC(C)(C)C(C)(C)O2)[CH2:35]1.O1CCOCC1, predict the reaction product. The product is: [O:34]1[CH2:39][CH2:38][CH:37]=[C:36]([C:2]2[CH:3]=[C:4]3[C@:15]4([CH2:19][S:18][C:17]([NH2:20])=[N:16]4)[C:14]4[C:9](=[CH:10][CH:11]=[C:12]([C:21]5[CH:22]=[N:23][CH:24]=[C:25]([F:27])[CH:26]=5)[CH:13]=4)[O:8][C:5]3=[N:6][CH:7]=2)[CH2:35]1. (6) The product is: [C:1]([O:5][C:6](=[O:26])[NH:7][C:8]1[CH:13]=[CH:12][C:11]([CH3:14])=[C:10]([O:15][C:16]2[CH:17]=[CH:18][C:19]3[N:20]([N:22]=[C:23]([NH:25][C:30]([CH:27]4[CH2:29][CH2:28]4)=[O:31])[N:24]=3)[CH:21]=2)[CH:9]=1)([CH3:4])([CH3:2])[CH3:3]. Given the reactants [C:1]([O:5][C:6](=[O:26])[NH:7][C:8]1[CH:13]=[CH:12][C:11]([CH3:14])=[C:10]([O:15][C:16]2[CH:17]=[CH:18][C:19]3[N:20]([N:22]=[C:23]([NH2:25])[N:24]=3)[CH:21]=2)[CH:9]=1)([CH3:4])([CH3:3])[CH3:2].[CH:27]1([C:30](Cl)=[O:31])[CH2:29][CH2:28]1, predict the reaction product.